Dataset: Catalyst prediction with 721,799 reactions and 888 catalyst types from USPTO. Task: Predict which catalyst facilitates the given reaction. (1) Reactant: CC(C[AlH]CC(C)C)C.[Li+].C[Si]([N-][Si](C)(C)C)(C)C.O[CH2:21][C@@H:22]([CH3:54])[C@H:23]([NH:34][C:35]1([C:48]2[CH:53]=[CH:52][CH:51]=[CH:50][CH:49]=2)[C:47]2[CH:46]=[CH:45][CH:44]=[CH:43][C:42]=2[C:41]2[C:36]1=[CH:37][CH:38]=[CH:39][CH:40]=2)[C:24]([O:26]CC1C=CC=CC=1)=[O:25]. Product: [CH3:21][C@@H:22]1[CH2:54][O:26][C:24](=[O:25])[C@H:23]1[NH:34][C:35]1([C:36]2[CH:37]=[CH:38][CH:39]=[CH:40][CH:41]=2)[C:48]2[CH:53]=[CH:52][CH:51]=[CH:50][C:49]=2[C:46]2[C:47]1=[CH:42][CH:43]=[CH:44][CH:45]=2. The catalyst class is: 1. (2) Reactant: [Si:1](Cl)([C:4]([CH3:7])([CH3:6])[CH3:5])([CH3:3])[CH3:2].[OH:9][CH:10]1[CH2:15][CH2:14][CH:13]([C:16](OCC)=[O:17])[CH2:12][CH2:11]1.N1C=CN=C1.CC(C[Al]CC(C)C)C. Product: [C:4]([Si:1]([CH3:3])([CH3:2])[O:9][CH:10]1[CH2:15][CH2:14][CH:13]([CH2:16][OH:17])[CH2:12][CH2:11]1)([CH3:7])([CH3:6])[CH3:5]. The catalyst class is: 2. (3) Reactant: Br[C:2]1[CH:7]=[CH:6][C:5]([O:8][CH2:9][C:10]2[CH:15]=[CH:14][CH:13]=[CH:12][CH:11]=2)=[C:4]([N+:16]([O-:18])=[O:17])[CH:3]=1.[NH:19]1[CH2:24][CH2:23][NH:22][CH2:21][CH2:20]1.C(=O)([O-])[O-].[Cs+].[Cs+].C1(P(C2C=CC=CC=2)C2C=CC3C(=CC=CC=3)C=2C2C3C(=CC=CC=3)C=CC=2P(C2C=CC=CC=2)C2C=CC=CC=2)C=CC=CC=1.C. Product: [CH2:9]([O:8][C:5]1[CH:6]=[CH:7][C:2]([N:19]2[CH2:24][CH2:23][NH:22][CH2:21][CH2:20]2)=[CH:3][C:4]=1[N+:16]([O-:18])=[O:17])[C:10]1[CH:15]=[CH:14][CH:13]=[CH:12][CH:11]=1. The catalyst class is: 160. (4) Reactant: [Br:1][C:2]1[CH:3]=[N:4][NH:5][CH:6]=1.[CH2:7]([O:9][C:10](=[O:23])[CH:11]=[C:12]1[CH2:15][N:14]([C:16]([O:18][C:19]([CH3:22])([CH3:21])[CH3:20])=[O:17])[CH2:13]1)[CH3:8].N12CCCN=C1CCCCC2. Product: [Br:1][C:2]1[CH:3]=[N:4][N:5]([C:12]2([CH2:11][C:10]([O:9][CH2:7][CH3:8])=[O:23])[CH2:13][N:14]([C:16]([O:18][C:19]([CH3:22])([CH3:21])[CH3:20])=[O:17])[CH2:15]2)[CH:6]=1. The catalyst class is: 10. (5) Reactant: [CH:1]1([C:4]([NH:10][S@@:11]([C:13]([CH3:16])([CH3:15])[CH3:14])=[O:12])([CH3:9])/[C:5](=[N:7]/[OH:8])/[NH2:6])[CH2:3][CH2:2]1.[CH2:17](OC(OCC)OCC)C. Product: [CH:1]1([C:4]([NH:10][S@@:11]([C:13]([CH3:16])([CH3:15])[CH3:14])=[O:12])([C:5]2[N:6]=[CH:17][O:8][N:7]=2)[CH3:9])[CH2:3][CH2:2]1. The catalyst class is: 52. (6) Reactant: Br[C:2]1[O:6][C:5]([CH3:7])=[C:4]([CH:8]=[O:9])[CH:3]=1.[CH3:10][C:11]1[CH:16]=[CH:15][C:14](B2OC(C)(C)C(C)(C)O2)=[CH:13][N:12]=1.C(=O)([O-])[O-].[Na+].[Na+].COCCOC. Product: [CH3:10][C:11]1[N:12]=[CH:13][C:14]([C:2]2[O:6][C:5]([CH3:7])=[C:4]([CH:8]=[O:9])[CH:3]=2)=[CH:15][CH:16]=1. The catalyst class is: 103. (7) Reactant: [CH3:1][O:2][C:3]1[CH:4]=[C:5]([CH2:11][C:12](N(OC)C)=[O:13])[CH:6]=[CH:7][C:8]=1[O:9][CH3:10].[CH2:18]([Mg]Cl)[C:19]1[CH:24]=[CH:23][CH:22]=[CH:21][CH:20]=1. Product: [CH3:1][O:2][C:3]1[CH:4]=[C:5]([CH2:11][C:12](=[O:13])[CH2:18][C:19]2[CH:24]=[CH:23][CH:22]=[CH:21][CH:20]=2)[CH:6]=[CH:7][C:8]=1[O:9][CH3:10]. The catalyst class is: 1. (8) Reactant: [F:1][C:2]1[CH:10]=[CH:9][CH:8]=[C:7]([NH:11][C:12]2[C:13]3[CH:45]=[CH:44][N:43](S(C4C=CC(C)=CC=4)(=O)=O)[C:14]=3[N:15]=[C:16]([NH:18][C:19]3[CH:24]=[CH:23][C:22]([N:25]4[CH2:30][CH2:29][CH:28]([N:31]5[CH2:36][CH2:35][N:34]([S:37]([CH3:40])(=[O:39])=[O:38])[CH2:33][CH2:32]5)[CH2:27][CH2:26]4)=[CH:21][C:20]=3[O:41][CH3:42])[N:17]=2)[C:3]=1[C:4]([NH2:6])=[O:5]. Product: [F:1][C:2]1[CH:10]=[CH:9][CH:8]=[C:7]([NH:11][C:12]2[N:17]=[C:16]([NH:18][C:19]3[CH:24]=[CH:23][C:22]([N:25]4[CH2:30][CH2:29][CH:28]([N:31]5[CH2:36][CH2:35][N:34]([S:37]([CH3:40])(=[O:38])=[O:39])[CH2:33][CH2:32]5)[CH2:27][CH2:26]4)=[CH:21][C:20]=3[O:41][CH3:42])[NH:15][C:14]3=[N:43][CH:44]=[CH:45][C:13]=23)[C:3]=1[C:4]([NH2:6])=[O:5]. The catalyst class is: 12. (9) Reactant: [CH:1]1([CH:4]([OH:8])[CH2:5][CH:6]=[CH2:7])[CH2:3][CH2:2]1.[H-].[Na+].Br[CH2:12][CH:13]([O:17][CH2:18][CH3:19])[O:14][CH2:15][CH3:16]. Product: [CH2:15]([O:14][CH:13]([O:17][CH2:18][CH3:19])[CH2:12][O:8][CH:4]([CH:1]1[CH2:3][CH2:2]1)[CH2:5][CH:6]=[CH2:7])[CH3:16]. The catalyst class is: 7.